From a dataset of Catalyst prediction with 721,799 reactions and 888 catalyst types from USPTO. Predict which catalyst facilitates the given reaction. (1) Reactant: [CH3:1][O:2][CH2:3][O:4][C:5]1[C:6](=[O:12])[CH:7]=[C:8]([CH3:11])[NH:9][CH:10]=1.C(=O)([O-])[O-].[K+].[K+].Br[CH2:20][CH2:21][OH:22]. Product: [CH3:1][O:2][CH2:3][O:4][C:5]1[C:6]([O:12][CH2:20][CH2:21][OH:22])=[CH:7][C:8]([CH3:11])=[N:9][CH:10]=1. The catalyst class is: 3. (2) Reactant: [F:1][C:2]([F:32])([F:31])[C:3]1[CH:8]=[CH:7][C:6]([C:9]2[C:10]([C:15]([NH:17][C:18]3[CH:27]=[C:26]4[C:21]([CH:22]=[C:23]([C:28]([OH:30])=O)[CH:24]=[N:25]4)=[CH:20][CH:19]=3)=[O:16])=[CH:11][CH:12]=[CH:13][CH:14]=2)=[CH:5][CH:4]=1.[CH:33]1([NH2:38])[CH2:37][CH2:36][CH2:35][CH2:34]1.Cl.CN(C)CCCN=C=NCC.ON1C2C=CC=CC=2N=N1.C(N(CC)CC)C. Product: [CH:33]1([NH:38][C:28]([C:23]2[CH:24]=[N:25][C:26]3[C:21]([CH:22]=2)=[CH:20][CH:19]=[C:18]([NH:17][C:15]([C:10]2[C:9]([C:6]4[CH:7]=[CH:8][C:3]([C:2]([F:32])([F:1])[F:31])=[CH:4][CH:5]=4)=[CH:14][CH:13]=[CH:12][CH:11]=2)=[O:16])[CH:27]=3)=[O:30])[CH2:37][CH2:36][CH2:35][CH2:34]1. The catalyst class is: 4. (3) Reactant: [C:1]([O:7][CH2:8][N:9]1[C:13]2[N:14]=[N:15][CH:16]=[C:17]([C:18]3[CH:19]=[N:20][N:21]([C@@H:23]([CH:27]4[CH2:31][CH2:30][CH2:29][CH2:28]4)[CH2:24][CH2:25][OH:26])[CH:22]=3)[C:12]=2[CH:11]=[CH:10]1)(=[O:6])[C:2]([CH3:5])([CH3:4])[CH3:3].[CH3:32][S:33](Cl)(=[O:35])=[O:34]. Product: [C:1]([O:7][CH2:8][N:9]1[C:13]2[N:14]=[N:15][CH:16]=[C:17]([C:18]3[CH:19]=[N:20][N:21]([C@@H:23]([CH:27]4[CH2:31][CH2:30][CH2:29][CH2:28]4)[CH2:24][CH2:25][O:26][S:33]([CH3:32])(=[O:35])=[O:34])[CH:22]=3)[C:12]=2[CH:11]=[CH:10]1)(=[O:6])[C:2]([CH3:4])([CH3:5])[CH3:3]. The catalyst class is: 154. (4) Reactant: [CH3:1][C:2]([O:4][C@H:5]1[C:14]2[C@@:15]3([CH3:30])[C@@H:26]([CH2:27][O:28][CH3:29])[O:25][C:23](=[O:24])[C:17]4=[CH:18][O:19][C:20]([C:21](=[O:22])[C:13]=2[C@@H:8]2[CH2:9][CH2:10][C@H:11]([OH:12])[C@@:7]2([CH3:31])[CH2:6]1)=[C:16]34)=[O:3].[CH2:32]([N:34]([CH2:40][CH3:41])[CH2:35][CH2:36][NH:37][CH2:38][CH3:39])[CH3:33]. Product: [CH2:32]([N:34]([CH2:40][CH3:41])[CH2:35][CH2:36][N:37]([CH:18]=[C:17]1[C:16]2[C:15]([CH3:30])([C:14]3[CH:5]([O:4][C:2](=[O:3])[CH3:1])[CH2:6][C:7]4([CH3:31])[CH:8]([C:13]=3[C:21](=[O:22])[C:20]=2[OH:19])[CH2:9][CH2:10][CH:11]4[OH:12])[CH:26]([CH2:27][O:28][CH3:29])[O:25][C:23]1=[O:24])[CH2:38][CH3:39])[CH3:33]. The catalyst class is: 2. (5) Reactant: [Cl:1][C:2]1[CH:7]=[C:6](Cl)[N:5]=[C:4]([S:9][CH3:10])[N:3]=1.[CH2:11]([Mg]Cl)[C:12]1[CH:17]=[CH:16][CH:15]=[CH:14][CH:13]=1. Product: [Cl:1][C:2]1[CH:7]=[C:6]([CH2:11][C:12]2[CH:17]=[CH:16][CH:15]=[CH:14][CH:13]=2)[N:5]=[C:4]([S:9][CH3:10])[N:3]=1. The catalyst class is: 7. (6) Reactant: [OH:1][B:2]1[C:6]2[C:7]([CH2:11][CH2:12][C:13]([OH:15])=[O:14])=[CH:8][CH:9]=[CH:10][C:5]=2[CH2:4][O:3]1.[C:16]([O-])([O-])=O.[K+].[K+].IC. Product: [OH:1][B:2]1[C:6]2[C:7]([CH2:11][CH2:12][C:13]([O:15][CH3:16])=[O:14])=[CH:8][CH:9]=[CH:10][C:5]=2[CH2:4][O:3]1. The catalyst class is: 3. (7) Reactant: [N:1]1[CH:6]=[CH:5][CH:4]=[CH:3][C:2]=1[C:7]1[CH:12]=[CH:11][N:10]=[CH:9][C:8]=1[N:13]1[CH2:18][CH2:17][CH:16]([C:19]([O:21]CC)=[O:20])[CH2:15][CH2:14]1.C1COCC1.[OH-].[Na+].Cl. Product: [N:1]1[CH:6]=[CH:5][CH:4]=[CH:3][C:2]=1[C:7]1[CH:12]=[CH:11][N:10]=[CH:9][C:8]=1[N:13]1[CH2:14][CH2:15][CH:16]([C:19]([OH:21])=[O:20])[CH2:17][CH2:18]1. The catalyst class is: 8. (8) Reactant: [Br:1][C:2]1[C:11]2[C:6](=[C:7]([F:14])[CH:8]=[C:9]([O:12][CH3:13])[CH:10]=2)[N:5]=[CH:4][C:3]=1[C:15]([O:17]CC)=[O:16].[OH-].[Na+].Cl. Product: [Br:1][C:2]1[C:11]2[C:6](=[C:7]([F:14])[CH:8]=[C:9]([O:12][CH3:13])[CH:10]=2)[N:5]=[CH:4][C:3]=1[C:15]([OH:17])=[O:16]. The catalyst class is: 7. (9) Reactant: [NH2:1][C:2]1[CH:12]=[CH:11][C:5]([C:6]([O:8][CH2:9]C)=[O:7])=[CH:4][CH:3]=1.[C:13]1([CH:19]2[CH2:24][C:23](=[O:25])[O:22][C:20]2=[O:21])[CH:18]=[CH:17][CH:16]=[CH:15][CH:14]=1.CC#N. Product: [CH3:9][O:8][C:6]([C:5]1[CH:11]=[CH:12][C:2]([NH:1][C:20](=[O:21])[CH:19]([C:13]2[CH:18]=[CH:17][CH:16]=[CH:15][CH:14]=2)[CH2:24][C:23]([OH:25])=[O:22])=[CH:3][CH:4]=1)=[O:7]. The catalyst class is: 41.